Dataset: Reaction yield outcomes from USPTO patents with 853,638 reactions. Task: Predict the reaction yield, written as a fraction of the theoretical maximum amount of product (1.0 means a 100% yield; for example, 0.34 means a 34% yield). (1) The reactants are [CH3:1][O:2][C:3]([C:5]1[N:10]=[CH:9][C:8](Br)=[CH:7][N:6]=1)=[O:4].C1C=CC(P(C2C=CC3C(=CC=CC=3)C=2C2C3C(=CC=CC=3)C=CC=2P(C2C=CC=CC=2)C2C=CC=CC=2)C2C=CC=CC=2)=CC=1.C([O-])([O-])=O.[Cs+].[Cs+].[C:64](=[NH:77])([C:71]1[CH:76]=[CH:75][CH:74]=[CH:73][CH:72]=1)[C:65]1[CH:70]=[CH:69][CH:68]=[CH:67][CH:66]=1. The catalyst is CC([O-])=O.CC([O-])=O.[Pd+2].C1(C)C=CC=CC=1. The product is [CH3:1][O:2][C:3]([C:5]1[N:10]=[CH:9][C:8]([N:77]=[C:64]([C:65]2[CH:70]=[CH:69][CH:68]=[CH:67][CH:66]=2)[C:71]2[CH:76]=[CH:75][CH:74]=[CH:73][CH:72]=2)=[CH:7][N:6]=1)=[O:4]. The yield is 0.460. (2) The reactants are [F:1][C:2]([F:19])([F:18])[C:3]1[CH:4]=[C:5]([C:13]2[N:17]=[CH:16][NH:15][N:14]=2)[CH:6]=[C:7]([C:9]([F:12])([F:11])[F:10])[CH:8]=1.C1N2CCN(CC2)C1.I/[CH:29]=[CH:30]\[C:31]([O:33][CH:34]([CH3:36])[CH3:35])=[O:32]. The catalyst is CN(C=O)C. The product is [F:19][C:2]([F:1])([F:18])[C:3]1[CH:4]=[C:5]([C:13]2[N:17]=[CH:16][N:15](/[CH:29]=[CH:30]\[C:31]([O:33][CH:34]([CH3:36])[CH3:35])=[O:32])[N:14]=2)[CH:6]=[C:7]([C:9]([F:10])([F:12])[F:11])[CH:8]=1. The yield is 0.610. (3) The reactants are Br[C:2]1[C:10]2[C:5](=[CH:6][CH:7]=[C:8]([C:11]([O:13][CH2:14][CH3:15])=[O:12])[CH:9]=2)[N:4]([C:16]([C:29]2[CH:34]=[CH:33][CH:32]=[CH:31][CH:30]=2)([C:23]2[CH:28]=[CH:27][CH:26]=[CH:25][CH:24]=2)[C:17]2[CH:22]=[CH:21][CH:20]=[CH:19][CH:18]=2)[N:3]=1.[CH3:35][C:36]1[CH:41]=[C:40](B(O)O)[CH:39]=[CH:38][N:37]=1. The catalyst is C1C=CC([P]([Pd]([P](C2C=CC=CC=2)(C2C=CC=CC=2)C2C=CC=CC=2)([P](C2C=CC=CC=2)(C2C=CC=CC=2)C2C=CC=CC=2)[P](C2C=CC=CC=2)(C2C=CC=CC=2)C2C=CC=CC=2)(C2C=CC=CC=2)C2C=CC=CC=2)=CC=1. The product is [CH3:35][C:36]1[CH:41]=[C:40]([C:2]2[NH:3][N:4]([C:16]([C:29]3[CH:34]=[CH:33][CH:32]=[CH:31][CH:30]=3)([C:23]3[CH:28]=[CH:27][CH:26]=[CH:25][CH:24]=3)[C:17]3[CH:22]=[CH:21][CH:20]=[CH:19][CH:18]=3)[C:5]3[C:10]=2[CH2:9][C:8]([C:11]([O:13][CH2:14][CH3:15])=[O:12])=[CH:7][CH:6]=3)[CH:39]=[CH:38][N:37]=1. The yield is 0.850. (4) The yield is 0.552. No catalyst specified. The reactants are Cl.[CH3:2][O:3][C:4]1[CH:9]=[C:8]([CH3:10])[NH:7][C:6](=[O:11])[C:5]=1[CH2:12][NH:13][C:14]([C:16]1[C:24]2[C:19](=[CH:20][CH:21]=[CH:22][CH:23]=2)[N:18]([CH:25]([CH:27]2[CH2:32][CH2:31][NH:30][CH2:29][CH2:28]2)[CH3:26])[C:17]=1[CH3:33])=[O:15].CN(C=O)C.C1COCC1.C(N(C(C)C)C(C)C)C.[C:53](Cl)(=[O:58])[O:54][CH:55]([CH3:57])[CH3:56].[Li+].[OH-]. The product is [CH3:2][O:3][C:4]1[CH:9]=[C:8]([CH3:10])[NH:7][C:6](=[O:11])[C:5]=1[CH2:12][NH:13][C:14]([C:16]1[C:24]2[C:19](=[CH:20][CH:21]=[CH:22][CH:23]=2)[N:18]([CH:25]([CH:27]2[CH2:28][CH2:29][N:30]([C:53]([O:54][CH:55]([CH3:57])[CH3:56])=[O:58])[CH2:31][CH2:32]2)[CH3:26])[C:17]=1[CH3:33])=[O:15].